The task is: Predict the product of the given reaction.. This data is from Forward reaction prediction with 1.9M reactions from USPTO patents (1976-2016). (1) Given the reactants [C:1](Cl)(=[O:5])[O:2][CH2:3][CH3:4].[Br:7][C:8]1[S:9][C:10]2[CH2:11][CH2:12][C:13]3[CH:28]=[CH:27][CH:26]=[CH:25][C:14]=3[C:15](=[C:18]3[CH2:23][CH2:22][N:21](C)[CH2:20][CH2:19]3)[C:16]=2[CH:17]=1.C(=O)([O-])O.[Na+], predict the reaction product. The product is: [Br:7][C:8]1[S:9][C:10]2[CH2:11][CH2:12][C:13]3[CH:28]=[CH:27][CH:26]=[CH:25][C:14]=3[C:15](=[C:18]3[CH2:23][CH2:22][N:21]([C:1]([O:2][CH2:3][CH3:4])=[O:5])[CH2:20][CH2:19]3)[C:16]=2[CH:17]=1. (2) Given the reactants [Cl:1][C:2]1[C:3](F)=[N:4][CH:5]=[C:6]([Cl:8])[CH:7]=1.[CH2:10]([N:12]1[C:20]2[C:15](=[CH:16][C:17]([CH2:21][NH:22][S:23]([C:26]3[CH:35]=[CH:34][C:29]([C:30]([O:32][CH3:33])=[O:31])=[CH:28][CH:27]=3)(=[O:25])=[O:24])=[CH:18][CH:19]=2)[CH:14]=[N:13]1)[CH3:11], predict the reaction product. The product is: [Cl:1][C:2]1[C:3]([N:22]([CH2:21][C:17]2[CH:16]=[C:15]3[C:20](=[CH:19][CH:18]=2)[N:12]([CH2:10][CH3:11])[N:13]=[CH:14]3)[S:23]([C:26]2[CH:27]=[CH:28][C:29]([C:30]([O:32][CH3:33])=[O:31])=[CH:34][CH:35]=2)(=[O:25])=[O:24])=[N:4][CH:5]=[C:6]([Cl:8])[CH:7]=1. (3) Given the reactants [NH2:1][C:2]1[CH:3]=[C:4]2[C:8](=[CH:9][CH:10]=1)[N:7](C(OC(C)(C)C)=O)[N:6]=[C:5]2[C:18]1[CH:23]=[CH:22][CH:21]=[C:20]([F:24])[CH:19]=1.C(N(CC)CC)C.Cl.[C:33](Cl)(=[O:40])[C:34]1[CH:39]=[CH:38][CH:37]=[N:36][CH:35]=1.Cl, predict the reaction product. The product is: [F:24][C:20]1[CH:19]=[C:18]([C:5]2[C:4]3[C:8](=[CH:9][CH:10]=[C:2]([NH:1][C:33](=[O:40])[C:34]4[CH:39]=[CH:38][CH:37]=[N:36][CH:35]=4)[CH:3]=3)[NH:7][N:6]=2)[CH:23]=[CH:22][CH:21]=1.